This data is from Catalyst prediction with 721,799 reactions and 888 catalyst types from USPTO. The task is: Predict which catalyst facilitates the given reaction. Reactant: C(O[BH-](OC(=O)C)OC(=O)C)(=O)C.[Na+].C(O)(=O)C.[C:19]([O:23][C:24]([N:26]1[CH2:32][CH2:31][CH2:30][C@H:27]1[CH:28]=O)=[O:25])([CH3:22])([CH3:21])[CH3:20].[F:33][C:34]1[CH:41]=[CH:40][C:37]([CH2:38][NH2:39])=[CH:36][CH:35]=1. Product: [C:19]([O:23][C:24]([N:26]1[CH2:32][CH2:31][CH2:30][C@@H:27]1[CH2:28][NH:39][CH2:38][C:37]1[CH:40]=[CH:41][C:34]([F:33])=[CH:35][CH:36]=1)=[O:25])([CH3:22])([CH3:21])[CH3:20]. The catalyst class is: 417.